This data is from Catalyst prediction with 721,799 reactions and 888 catalyst types from USPTO. The task is: Predict which catalyst facilitates the given reaction. (1) Reactant: [F:1][C:2]1[CH:7]=[C:6]([C:8]#[C:9][CH2:10][CH2:11][CH3:12])[CH:5]=[CH:4][N:3]=1.N12CCCN=C1CCCCC2.[I-].[NH2:25][N+:26]1[CH:31]=[CH:30][CH:29]=[CH:28][CH:27]=1.O. Product: [F:1][C:2]1[CH:7]=[C:6]([C:8]2[C:9]([CH2:10][CH2:11][CH3:12])=[N:25][N:26]3[CH:31]=[CH:30][CH:29]=[CH:28][C:27]=23)[CH:5]=[CH:4][N:3]=1. The catalyst class is: 10. (2) Reactant: [Cl:1][C:2]1[CH:7]=[CH:6][C:5]([C:8](=[NH:20])[NH:9][C:10]2[CH:15]=[CH:14][C:13]([S:16]([CH3:19])(=[O:18])=[O:17])=[CH:12][CH:11]=2)=[CH:4][CH:3]=1.C(=O)(O)[O-].[Na+].Br[CH2:27][C:28]([C:30]1[CH:39]=[CH:38][C:37]2[C:32](=[CH:33][CH:34]=[CH:35][CH:36]=2)[CH:31]=1)=O. Product: [Cl:1][C:2]1[CH:3]=[CH:4][C:5]([C:8]2[N:9]([C:10]3[CH:15]=[CH:14][C:13]([S:16]([CH3:19])(=[O:17])=[O:18])=[CH:12][CH:11]=3)[CH:27]=[C:28]([C:30]3[CH:39]=[CH:38][C:37]4[C:32](=[CH:33][CH:34]=[CH:35][CH:36]=4)[CH:31]=3)[N:20]=2)=[CH:6][CH:7]=1. The catalyst class is: 32. (3) The catalyst class is: 404. Reactant: [S:1]1[CH:5]=[CH:4][N:3]=[C:2]1[CH2:6][C:7]([C:9]1[CH:10]=[CH:11][C:12]2[O:17][CH2:16][C:15](=[O:18])[NH:14][C:13]=2[CH:19]=1)=[O:8].[BrH:20].BrBr.O1CCOCC1. Product: [Br:20][CH:6]([C:2]1[S:1][CH:5]=[CH:4][N:3]=1)[C:7]([C:9]1[CH:10]=[CH:11][C:12]2[O:17][CH2:16][C:15](=[O:18])[NH:14][C:13]=2[CH:19]=1)=[O:8].